The task is: Predict which catalyst facilitates the given reaction.. This data is from Catalyst prediction with 721,799 reactions and 888 catalyst types from USPTO. (1) Reactant: [CH3:1][S:2][CH:3]([C:9]1[CH:14]=[C:13]([CH:15]=[O:16])[CH:12]=[CH:11][C:10]=1[O:17][CH3:18])[C:4]([O:6]CC)=[O:5].[OH-].[Na+].Cl. Product: [CH3:1][S:2][CH:3]([C:9]1[CH:14]=[C:13]([CH:15]=[O:16])[CH:12]=[CH:11][C:10]=1[O:17][CH3:18])[C:4]([OH:6])=[O:5]. The catalyst class is: 8. (2) Reactant: [F:1][C:2]1[CH:3]=[C:4]([O:9][CH3:10])[CH:5]=[C:6]([F:8])[CH:7]=1.CN(C)[CH2:13][CH2:14]N(C)CCN(C)C.C([Li])CCC.C([C:30](=[O:34])[C:31]([O-:33])=[O:32])C.Cl. Product: [CH2:13]([O:33][C:31](=[O:32])[CH:30]([C:7]1[C:2]([F:1])=[CH:3][C:4]([O:9][CH3:10])=[CH:5][C:6]=1[F:8])[OH:34])[CH3:14]. The catalyst class is: 20. (3) Reactant: CO[C:3]([C:5]1[N:6]=[C:7]([C:23]#[N:24])[C:8]2[C:13]([C:14]=1[OH:15])=[CH:12][CH:11]=[C:10]([O:16][C:17]1[CH:22]=[CH:21][CH:20]=[CH:19][CH:18]=1)[CH:9]=2)=[O:4].[NH2:25][CH2:26][CH:27]([NH:31][C:32]([O:34][C:35]([CH3:38])([CH3:37])[CH3:36])=[O:33])[C:28]([OH:30])=[O:29].C[O-].[Na+].CO.Cl. Product: [C:35]([O:34][C:32]([NH:31][C@@H:27]([CH2:26][NH:25][C:3]([C:5]1[N:6]=[C:7]([C:23]#[N:24])[C:8]2[C:13]([C:14]=1[OH:15])=[CH:12][CH:11]=[C:10]([O:16][C:17]1[CH:22]=[CH:21][CH:20]=[CH:19][CH:18]=1)[CH:9]=2)=[O:4])[C:28]([OH:30])=[O:29])=[O:33])([CH3:38])([CH3:37])[CH3:36]. The catalyst class is: 6. (4) Reactant: [F:1][C:2]1[CH:3]=[C:4]([N:8]2[C:17]3[C:12](=[CH:13][C:14]([F:23])=[C:15]([N:18]4[CH2:22][CH2:21][CH2:20][CH2:19]4)[CH:16]=3)[C:11](=[O:24])[N:10]([O:25]CC3C=CC=CC=3)[C:9]2=[O:33])[CH:5]=[CH:6][CH:7]=1. Product: [F:1][C:2]1[CH:3]=[C:4]([N:8]2[C:17]3[C:12](=[CH:13][C:14]([F:23])=[C:15]([N:18]4[CH2:19][CH2:20][CH2:21][CH2:22]4)[CH:16]=3)[C:11](=[O:24])[N:10]([OH:25])[C:9]2=[O:33])[CH:5]=[CH:6][CH:7]=1. The catalyst class is: 45. (5) Reactant: [F:1][C:2]([F:18])([F:17])[C:3]1[O:7][N:6]=[C:5]([C:8]2[S:12][C:11]([C:13]([OH:15])=O)=[CH:10][CH:9]=2)[C:4]=1[CH3:16].[NH:19]1[CH2:24][CH2:23][CH2:22][CH:21]([CH2:25][OH:26])[CH2:20]1.C1COCC1.N1CCCCC1. Product: [OH:26][CH2:25][CH:21]1[CH2:22][CH2:23][CH2:24][N:19]([C:13]([C:11]2[S:12][C:8]([C:5]3[C:4]([CH3:16])=[C:3]([C:2]([F:1])([F:18])[F:17])[O:7][N:6]=3)=[CH:9][CH:10]=2)=[O:15])[CH2:20]1. The catalyst class is: 66.